Predict the reaction yield, written as a fraction of the theoretical maximum amount of product (1.0 means a 100% yield; for example, 0.34 means a 34% yield). From a dataset of Reaction yield outcomes from USPTO patents with 853,638 reactions. The reactants are CCCC[N+](CCCC)(CCCC)CCCC.[F-].[CH3:19][C:20]1[C:24]([CH:25]([OH:38])[C:26]#[C:27][Si](C(C)C)(C(C)C)C(C)C)=[C:23]([CH3:39])[O:22][N:21]=1. The catalyst is C1COCC1. The product is [CH3:19][C:20]1[C:24]([CH:25]([OH:38])[C:26]#[CH:27])=[C:23]([CH3:39])[O:22][N:21]=1. The yield is 0.900.